From a dataset of Full USPTO retrosynthesis dataset with 1.9M reactions from patents (1976-2016). Predict the reactants needed to synthesize the given product. Given the product [NH2:30][CH:26]1[CH2:27][CH2:28][CH2:29][N:24]([C:21]2[N:20]=[CH:19][C:18]([NH:17][C:5]3[C:4]4[C:9](=[CH:10][CH:11]=[C:2]([C:43]5[CH:44]=[C:39]([Cl:38])[C:40]([OH:55])=[C:41]([Cl:54])[CH:42]=5)[CH:3]=4)[N:8]=[CH:7][C:6]=3[C:12]([CH:14]3[CH2:16][CH2:15]3)=[O:13])=[CH:23][N:22]=2)[CH2:25]1, predict the reactants needed to synthesize it. The reactants are: Br[C:2]1[CH:3]=[C:4]2[C:9](=[CH:10][CH:11]=1)[N:8]=[CH:7][C:6]([C:12]([CH:14]1[CH2:16][CH2:15]1)=[O:13])=[C:5]2[NH:17][C:18]1[CH:19]=[N:20][C:21]([N:24]2[CH2:29][CH2:28][CH2:27][CH:26]([NH:30]C(=O)OC(C)(C)C)[CH2:25]2)=[N:22][CH:23]=1.[Cl:38][C:39]1[CH:44]=[C:43](B2OC(C)(C)C(C)(C)O2)[CH:42]=[C:41]([Cl:54])[C:40]=1[OH:55].